Predict the product of the given reaction. From a dataset of Forward reaction prediction with 1.9M reactions from USPTO patents (1976-2016). (1) Given the reactants [Cl:1][C:2]1[CH:30]=[CH:29][C:28]([N+:31]([O-])=O)=[CH:27][C:3]=1[CH2:4][O:5][C:6]1[CH:7]=[C:8]2[C:13](=[CH:14][CH:15]=1)[C@H:12]([C:16]([O:18][CH3:19])=[O:17])[N:11]([C:20]([O:22][C:23]([CH3:26])([CH3:25])[CH3:24])=[O:21])[CH2:10][CH2:9]2.CN(C)N, predict the reaction product. The product is: [NH2:31][C:28]1[CH:29]=[CH:30][C:2]([Cl:1])=[C:3]([CH:27]=1)[CH2:4][O:5][C:6]1[CH:7]=[C:8]2[C:13](=[CH:14][CH:15]=1)[C@H:12]([C:16]([O:18][CH3:19])=[O:17])[N:11]([C:20]([O:22][C:23]([CH3:24])([CH3:26])[CH3:25])=[O:21])[CH2:10][CH2:9]2. (2) Given the reactants Br[C:2]1[CH:3]=[CH:4][C:5]([C:8]([CH3:11])([CH3:10])[CH3:9])=[N:6][CH:7]=1.C([O:15][B:16](OC(C)C)[O:17]C(C)C)(C)C.C([Li])CCC.CCCCCC, predict the reaction product. The product is: [C:8]([C:5]1[CH:4]=[CH:3][C:2]([B:16]([OH:17])[OH:15])=[CH:7][N:6]=1)([CH3:11])([CH3:10])[CH3:9]. (3) The product is: [C:1]1([NH:7][C:8]([C:10]2[C:14]([C:15]3[CH:20]=[CH:19][CH:18]=[CH:17][CH:16]=3)=[C:13]([C:21]3[CH:22]=[CH:23][C:24]([F:27])=[CH:25][CH:26]=3)[N:12]([CH2:28][CH2:29][C@@H:30]3[CH2:35][C@@H:34]([OH:43])[CH2:33][C:32](=[O:36])[O:31]3)[C:11]=2[CH:37]([CH3:39])[CH3:38])=[O:9])[CH:6]=[CH:5][CH:4]=[CH:3][CH:2]=1. Given the reactants [C:1]1([NH:7][C:8]([C:10]2[C:14]([C:15]3[CH:20]=[CH:19][CH:18]=[CH:17][CH:16]=3)=[C:13]([C:21]3[CH:26]=[CH:25][C:24]([F:27])=[CH:23][CH:22]=3)[N:12]([CH2:28][CH2:29][C@@H:30]3[CH2:35][CH:34]=[CH:33][C:32](=[O:36])[O:31]3)[C:11]=2[CH:37]([CH3:39])[CH3:38])=[O:9])[CH:6]=[CH:5][CH:4]=[CH:3][CH:2]=1.C([OH:43])C=C.[Li+].[OH-].Cl, predict the reaction product. (4) Given the reactants [CH3:1][C:2]1[C:3]([CH2:14][S:15]([C:17]2[NH:21][C:20]3[CH:22]=[CH:23][CH:24]=[CH:25][C:19]=3[N:18]=2)=[O:16])=[N:4][CH:5]=[CH:6][C:7]=1[O:8][CH2:9][C:10]([F:13])([F:12])[F:11].CCN(CC)CC.C([O-])(O)=O.[Na+].[C:38]1([CH3:63])[CH:43]=[CH:42][C:41]([S:44]([CH2:47][CH2:48][O:49][C:50](=[O:62])[C:51]2[CH:56]=[CH:55][C:54]([CH3:57])=[C:53]([S:58](Cl)(=[O:60])=[O:59])[CH:52]=2)(=[O:46])=[O:45])=[CH:40][CH:39]=1, predict the reaction product. The product is: [C:38]1([CH3:63])[CH:43]=[CH:42][C:41]([S:44]([CH2:47][CH2:48][O:49][C:50](=[O:62])[C:51]2[CH:56]=[CH:55][C:54]([CH3:57])=[C:53]([S:58]([N:21]3[C:20]4[CH:22]=[CH:23][CH:24]=[CH:25][C:19]=4[N:18]=[C:17]3[S:15]([CH2:14][C:3]3[C:2]([CH3:1])=[C:7]([O:8][CH2:9][C:10]([F:13])([F:11])[F:12])[CH:6]=[CH:5][N:4]=3)=[O:16])(=[O:60])=[O:59])[CH:52]=2)(=[O:46])=[O:45])=[CH:40][CH:39]=1. (5) Given the reactants [NH2:1][C:2]1[C:7]2[N:8]=[C:9]([S:21][C:22]3[C:30]([I:31])=[CH:29][C:25]4[O:26][CH2:27][O:28][C:24]=4[CH:23]=3)[N:10]([CH2:11][CH2:12][CH2:13][CH2:14][CH2:15][C:16](OCC)=[O:17])[C:6]=2[CH:5]=[CH:4][N:3]=1.N.[NH2:33]C1C2N=C(SC3C(I)=CC4OCOC=4C=3)N(CCCC(OCC)=O)C=2C=CN=1, predict the reaction product. The product is: [NH2:1][C:2]1[C:7]2[N:8]=[C:9]([S:21][C:22]3[C:30]([I:31])=[CH:29][C:25]4[O:26][CH2:27][O:28][C:24]=4[CH:23]=3)[N:10]([CH2:11][CH2:12][CH2:13][CH2:14][CH2:15][C:16]([NH2:33])=[O:17])[C:6]=2[CH:5]=[CH:4][N:3]=1. (6) Given the reactants [CH3:1][NH:2][C:3]([C:5]1[NH:6][C:7]2[C:12]([CH:13]=1)=[CH:11][C:10]([C:14]1([CH2:26][C:27]3[CH:32]=[CH:31][CH:30]=[CH:29][CH:28]=3)[CH2:18][CH2:17][N:16](CC3C=CC=CC=3)[CH2:15]1)=[CH:9][CH:8]=2)=[O:4], predict the reaction product. The product is: [CH3:1][NH:2][C:3]([C:5]1[NH:6][C:7]2[C:12]([CH:13]=1)=[CH:11][C:10]([C:14]1([CH2:26][C:27]3[CH:28]=[CH:29][CH:30]=[CH:31][CH:32]=3)[CH2:18][CH2:17][NH:16][CH2:15]1)=[CH:9][CH:8]=2)=[O:4]. (7) Given the reactants [NH2:1][C:2]1[CH:11]=[C:10]([OH:12])[C:9]2[C:4](=[CH:5][CH:6]=[CH:7][CH:8]=2)[N:3]=1.CI.[C:15](=O)([O-])[O-].[K+].[K+], predict the reaction product. The product is: [CH3:15][O:12][C:10]1[C:9]2[C:4](=[CH:5][CH:6]=[CH:7][CH:8]=2)[N:3]=[C:2]([NH2:1])[CH:11]=1. (8) Given the reactants [CH3:1][O:2][CH:3]=[CH:4][C:5]#[N:6].[CH:7](OC)([O:10][CH3:11])[O:8][CH3:9].B(F)(F)F.[CH3:18][O-:19].[Na+], predict the reaction product. The product is: [CH3:1][O:2][CH:3]([O:19][CH3:18])[CH:4]([CH:7]([O:10][CH3:11])[O:8][CH3:9])[C:5]#[N:6].